Dataset: Catalyst prediction with 721,799 reactions and 888 catalyst types from USPTO. Task: Predict which catalyst facilitates the given reaction. (1) Reactant: [CH:1]1([C:4]2[C:12]([NH:13][S:14]([CH3:17])(=[O:16])=[O:15])=[CH:11][C:10]3[C:6](=[C:7]([C:32]([NH:34][CH3:35])=[O:33])[N:8]([C:18]4[CH:23]=[CH:22][C:21]([O:24][C:25]5[CH:30]=[CH:29][C:28]([F:31])=[CH:27][CH:26]=5)=[CH:20][CH:19]=4)[N:9]=3)[CH:5]=2)[CH2:3][CH2:2]1.C(=O)([O-])[O-].[K+].[K+].Br[CH2:43][CH2:44][OH:45]. Product: [CH:1]1([C:4]2[C:12]([N:13]([CH2:43][CH2:44][OH:45])[S:14]([CH3:17])(=[O:16])=[O:15])=[CH:11][C:10]3[C:6](=[C:7]([C:32]([NH:34][CH3:35])=[O:33])[N:8]([C:18]4[CH:19]=[CH:20][C:21]([O:24][C:25]5[CH:26]=[CH:27][C:28]([F:31])=[CH:29][CH:30]=5)=[CH:22][CH:23]=4)[N:9]=3)[CH:5]=2)[CH2:2][CH2:3]1. The catalyst class is: 290. (2) Reactant: [CH2:1]([O:3][C:4]1[CH:9]=[C:8]([C:10]([O:12][CH2:13][CH3:14])=[O:11])[CH:7]=[C:6](OS(C(F)(F)F)(=O)=O)[C:5]=1[C:23]1[CH:28]=[CH:27][C:26]([F:29])=[CH:25][CH:24]=1)[CH3:2].[CH3:30][C:31]1(C)C(C)(C)OB(C=C)O1.C1(P(C2CCCCC2)C2C=CC=CC=2C2C(OC)=CC=CC=2OC)CCCCC1.C(=O)([O-])[O-].[Na+].[Na+]. The catalyst class is: 720. Product: [CH2:1]([O:3][C:4]1[CH:9]=[C:8]([C:10]([O:12][CH2:13][CH3:14])=[O:11])[CH:7]=[C:6]([CH:30]=[CH2:31])[C:5]=1[C:23]1[CH:28]=[CH:27][C:26]([F:29])=[CH:25][CH:24]=1)[CH3:2]. (3) Reactant: [CH2:1]([C:8]1[S:12][C:11]([C:13]2[CH:18]=[C:17]([F:19])[CH:16]=[CH:15][C:14]=2[F:20])=[N:10][C:9]=1[C@H:21]([NH:26][S@@](C(C)(C)C)=O)[C:22]([CH3:25])([CH3:24])[CH3:23])[C:2]1[CH:7]=[CH:6][CH:5]=[CH:4][CH:3]=1.CO.Cl.O1CCOCC1. Product: [CH2:1]([C:8]1[S:12][C:11]([C:13]2[CH:18]=[C:17]([F:19])[CH:16]=[CH:15][C:14]=2[F:20])=[N:10][C:9]=1[C@H:21]([NH2:26])[C:22]([CH3:24])([CH3:23])[CH3:25])[C:2]1[CH:3]=[CH:4][CH:5]=[CH:6][CH:7]=1. The catalyst class is: 1. (4) Reactant: Cl[C:2]([O:4][C:5]1[CH:10]=[CH:9][CH:8]=[CH:7][CH:6]=1)=[O:3].[Cl:11][C:12]1[CH:13]=[C:14]2[C:18](=[CH:19][CH:20]=1)[NH:17][C:16](=[O:21])[C:15]2([C:23]1[C:24]([O:29][CH2:30][CH3:31])=[N:25][CH:26]=[CH:27][CH:28]=1)[OH:22]. Product: [Cl:11][C:12]1[CH:13]=[C:14]2[C:18](=[CH:19][CH:20]=1)[N:17]([C:2]([O:4][C:5]1[CH:10]=[CH:9][CH:8]=[CH:7][CH:6]=1)=[O:3])[C:16](=[O:21])[C:15]2([C:23]1[C:24]([O:29][CH2:30][CH3:31])=[N:25][CH:26]=[CH:27][CH:28]=1)[O:22][C:2]([O:4][C:5]1[CH:10]=[CH:9][CH:8]=[CH:7][CH:6]=1)=[O:3]. The catalyst class is: 529. (5) Reactant: O1CCCO[CH:2]1[C:7]1[CH:8]=[C:9]([S:13][C:14]2[CH:15]=[C:16]3[C:21](=[CH:22][CH:23]=2)[N:20]=[C:19]([NH2:24])[C:18]([CH2:25][CH:26]2[CH2:31][CH2:30][O:29][CH2:28][CH2:27]2)=[CH:17]3)[CH:10]=[CH:11][CH:12]=1.[CH3:32][C:33]1[CH:40]=[C:39]([CH3:41])[CH:38]=[C:37]([CH3:42])[C:34]=1[CH2:35][NH2:36].[OH-].[Na+]. Product: [O:29]1[CH2:30][CH2:31][CH:26]([CH2:25][C:18]2[C:19]([NH2:24])=[N:20][C:21]3[C:16]([CH:17]=2)=[CH:15][C:14]([S:13][C:9]2[CH:10]=[CH:11][CH:12]=[C:7]([CH2:2][NH:36][CH2:35][C:34]4[C:37]([CH3:42])=[CH:38][C:39]([CH3:41])=[CH:40][C:33]=4[CH3:32])[CH:8]=2)=[CH:23][CH:22]=3)[CH2:27][CH2:28]1. The catalyst class is: 15. (6) Reactant: C[O:2][C:3]([C:5]1[S:9][C:8]2[C:10]([N+:14]([O-:16])=[O:15])=[CH:11][CH:12]=[CH:13][C:7]=2[CH:6]=1)=[O:4].[OH-].[Na+]. Product: [N+:14]([C:10]1[C:8]2[S:9][C:5]([C:3]([OH:4])=[O:2])=[CH:6][C:7]=2[CH:13]=[CH:12][CH:11]=1)([O-:16])=[O:15]. The catalyst class is: 36. (7) Reactant: [N+:1]([C:4]1[CH:5]=[C:6]([CH2:10][CH2:11][OH:12])[CH:7]=[CH:8][CH:9]=1)([O-:3])=[O:2].C(N(CC)CC)C.[CH3:20][S:21](Cl)(=[O:23])=[O:22]. Product: [N+:1]([C:4]1[CH:5]=[C:6]([CH2:10][CH2:11][O:12][S:21]([CH3:20])(=[O:23])=[O:22])[CH:7]=[CH:8][CH:9]=1)([O-:3])=[O:2]. The catalyst class is: 4. (8) Reactant: [NH2:1][C@@H:2]([C:6]1[C:7]([F:31])=[C:8]([C:12]2[CH:17]=[CH:16][CH:15]=[C:14]([CH2:18][O:19][C:20]3[CH:25]=[CH:24][CH:23]=[CH:22][C:21]=3[CH2:26][C:27]([O:29]C)=[O:28])[CH:13]=2)[CH:9]=[CH:10][CH:11]=1)[CH2:3][CH2:4][CH3:5].[Li+].[OH-].Cl. Product: [NH2:1][C@@H:2]([C:6]1[C:7]([F:31])=[C:8]([C:12]2[CH:17]=[CH:16][CH:15]=[C:14]([CH2:18][O:19][C:20]3[CH:25]=[CH:24][CH:23]=[CH:22][C:21]=3[CH2:26][C:27]([OH:29])=[O:28])[CH:13]=2)[CH:9]=[CH:10][CH:11]=1)[CH2:3][CH2:4][CH3:5]. The catalyst class is: 5.